Dataset: Reaction yield outcomes from USPTO patents with 853,638 reactions. Task: Predict the reaction yield, written as a fraction of the theoretical maximum amount of product (1.0 means a 100% yield; for example, 0.34 means a 34% yield). (1) The product is [CH3:1][O:2][CH2:3][O:4][C:5]1[CH:12]=[CH:11][C:8](/[CH:9]=[CH:21]/[C:22]([OH:24])=[O:23])=[CH:7][CH:6]=1. The catalyst is C1COCC1. The reactants are [CH3:1][O:2][CH2:3][O:4][C:5]1[CH:12]=[CH:11][C:8]([CH:9]=O)=[CH:7][CH:6]=1.C(OP([CH2:21][C:22]([O-:24])=[O:23])(OCC)=O)C.[H-].[Na+].Cl. The yield is 0.800. (2) The reactants are [I:1][C:2]1[CH:3]=[C:4]2[C:9]3=[C:10]([O:12][CH2:13][N:14]([CH3:15])[N:8]3[CH:7]=[C:6]([C:16]([OH:18])=O)[C:5]2=[O:19])[CH:11]=1.C(N1C=CN=C1)(N1C=CN=C1)=O.[Cl:32][C:33]1[CH:40]=[CH:39][C:36]([CH2:37][NH2:38])=[CH:35][CH:34]=1. The catalyst is O1CCCC1.CCOCC. The product is [Cl:32][C:33]1[CH:40]=[CH:39][C:36]([CH2:37][NH:38][C:16]([C:6]2[C:5](=[O:19])[C:4]3[C:9]4=[C:10]([O:12][CH2:13][N:14]([CH3:15])[N:8]4[CH:7]=2)[CH:11]=[C:2]([I:1])[CH:3]=3)=[O:18])=[CH:35][CH:34]=1. The yield is 0.570. (3) The catalyst is C(O)C.[Fe]. The product is [Cl:1][C:2]1[CH:3]=[CH:4][C:5]([O:24][CH:25]([F:26])[F:27])=[C:6]([C:8]2[N:12]([CH2:13][O:14][CH2:15][CH2:16][Si:17]([CH3:20])([CH3:18])[CH3:19])[N:11]=[CH:10][C:9]=2[NH2:21])[CH:7]=1. The reactants are [Cl:1][C:2]1[CH:3]=[CH:4][C:5]([O:24][CH:25]([F:27])[F:26])=[C:6]([C:8]2[N:12]([CH2:13][O:14][CH2:15][CH2:16][Si:17]([CH3:20])([CH3:19])[CH3:18])[N:11]=[CH:10][C:9]=2[N+:21]([O-])=O)[CH:7]=1.O.[Cl-].[NH4+]. The yield is 0.540. (4) The reactants are Cl.[N:2]12[CH2:9][CH2:8][CH:5]([CH2:6][CH2:7]1)[C@@H:4]([OH:10])[CH2:3]2. The catalyst is [OH-].[Na+]. The product is [N:2]12[CH2:9][CH2:8][CH:5]([CH2:6][CH2:7]1)[C@@H:4]([OH:10])[CH2:3]2. The yield is 0.990. (5) The reactants are [CH:1]12[CH2:7][CH:4]([CH2:5][CH2:6]1)[CH2:3][CH:2]2[C:8]1[NH:12][C:11]2[C:13]([O:33]C)=[CH:14][CH:15]=[C:16]([C:17]([NH:19][CH:20]3[CH2:25][CH2:24][CH2:23][N:22](C(OCCCC)=O)[CH2:21]3)=[O:18])[C:10]=2[N:9]=1.B(Br)(Br)Br. No catalyst specified. The product is [CH:1]12[CH2:7][CH:4]([CH2:5][CH2:6]1)[CH2:3][CH:2]2[C:8]1[NH:12][C:11]2[C:13]([OH:33])=[CH:14][CH:15]=[C:16]([C:17]([NH:19][CH:20]3[CH2:25][CH2:24][CH2:23][NH:22][CH2:21]3)=[O:18])[C:10]=2[N:9]=1. The yield is 0.430. (6) The reactants are C([N-]C(C)C)(C)C.[Li+].[CH3:9][C:10]1[N:11]=[CH:12][S:13][CH:14]=1.[CH3:15][C:16]([S:19]([N:21]=[C:22]1[CH2:27][CH2:26][O:25][CH2:24][CH2:23]1)=[O:20])([CH3:18])[CH3:17].C[Al](C)C.CCCCCCC. The catalyst is C1COCC1.C1(C)C=CC=CC=1. The product is [CH3:18][C:16]([S:19]([NH:21][C:22]1([C:12]2[S:13][CH:14]=[C:10]([CH3:9])[N:11]=2)[CH2:23][CH2:24][O:25][CH2:26][CH2:27]1)=[O:20])([CH3:15])[CH3:17]. The yield is 0.690. (7) The reactants are [C:1]1([CH2:7][CH2:8][OH:9])[CH:6]=[CH:5][CH:4]=[CH:3][CH:2]=1.[CH2:34]([O:33]P([O:33][CH2:34][CH2:35][CH2:36][CH2:37][CH2:38][CH2:39][CH2:40]C(C)C)[O:33][CH2:34][CH2:35][CH2:36][CH2:37][CH2:38][CH2:39][CH2:40]C(C)C)[CH2:35][CH2:36][CH2:37][CH2:38][CH2:39][CH2:40]C(C)C. No catalyst specified. The product is [C:34]([O:9][CH2:8][CH2:7][C:1]1[CH:6]=[CH:5][CH:4]=[CH:3][CH:2]=1)(=[O:33])[C:35]1[CH:36]=[CH:37][CH:38]=[CH:39][CH:40]=1. The yield is 0.910. (8) The reactants are [O:1]=[C:2]1[CH:7]=[CH:6][N:5]([C:8]2[CH:13]=[CH:12][CH:11]=[C:10]([C:14]([F:17])([F:16])[F:15])[CH:9]=2)[N:4]=[C:3]1[C:18]([NH:20][NH2:21])=O.CO[C:24](OC)(N(C)C)[CH3:25].C(O)(=O)C.[NH2:35][C:36]1[CH:41]=[CH:40][CH:39]=[CH:38][CH:37]=1. The catalyst is C(#N)C. The product is [CH3:24][C:25]1[N:35]([C:36]2[CH:41]=[CH:40][CH:39]=[CH:38][CH:37]=2)[C:18]([C:3]2[C:2](=[O:1])[CH:7]=[CH:6][N:5]([C:8]3[CH:13]=[CH:12][CH:11]=[C:10]([C:14]([F:17])([F:16])[F:15])[CH:9]=3)[N:4]=2)=[N:20][N:21]=1. The yield is 0.460.